This data is from Peptide-MHC class I binding affinity with 185,985 pairs from IEDB/IMGT. The task is: Regression. Given a peptide amino acid sequence and an MHC pseudo amino acid sequence, predict their binding affinity value. This is MHC class I binding data. (1) The peptide sequence is FPNLQVDPT. The MHC is HLA-A23:01 with pseudo-sequence HLA-A23:01. The binding affinity (normalized) is 0.0847. (2) The peptide sequence is RELNGGAVT. The MHC is HLA-B44:02 with pseudo-sequence HLA-B44:02. The binding affinity (normalized) is 0.157. (3) The MHC is HLA-B54:01 with pseudo-sequence HLA-B54:01. The binding affinity (normalized) is 0.209. The peptide sequence is NPNILYGDI. (4) The peptide sequence is DYSVLYNSTF. The MHC is HLA-A23:01 with pseudo-sequence HLA-A23:01. The binding affinity (normalized) is 0.531.